Dataset: Reaction yield outcomes from USPTO patents with 853,638 reactions. Task: Predict the reaction yield, written as a fraction of the theoretical maximum amount of product (1.0 means a 100% yield; for example, 0.34 means a 34% yield). (1) The reactants are [OH-].[K+].[CH2:3]([O:5][C:6](=[CH:12][C:13]1[CH:18]=[CH:17][CH:16]=[C:15]([N+:19]([O-:21])=[O:20])[CH:14]=1)[C:7]([O:9]CC)=[O:8])[CH3:4]. The catalyst is O.CO. The product is [CH2:3]([O:5][C:6](=[CH:12][C:13]1[CH:18]=[CH:17][CH:16]=[C:15]([N+:19]([O-:21])=[O:20])[CH:14]=1)[C:7]([OH:9])=[O:8])[CH3:4]. The yield is 0.610. (2) The reactants are [CH2:1]1[O:11][C:4]2([CH2:9][CH2:8][C:7](=[O:10])[CH2:6][CH2:5]2)[O:3][CH2:2]1.[F:12][C:13]1[CH:18]=[CH:17][C:16]([Mg]Br)=[CH:15][CH:14]=1.[NH4+].[Cl-]. The catalyst is C1COCC1. The product is [CH2:2]1[O:3][C:4]2([CH2:5][CH2:6][C:7]([C:16]3[CH:17]=[CH:18][C:13]([F:12])=[CH:14][CH:15]=3)([OH:10])[CH2:8][CH2:9]2)[O:11][CH2:1]1. The yield is 0.670.